This data is from Reaction yield outcomes from USPTO patents with 853,638 reactions. The task is: Predict the reaction yield, written as a fraction of the theoretical maximum amount of product (1.0 means a 100% yield; for example, 0.34 means a 34% yield). (1) The reactants are [C:1]([C:3]1[C:11]2[C:6](=[CH:7][CH:8]=[C:9]([C:12]([O:14]C)=[O:13])[CH:10]=2)[NH:5][N:4]=1)#[N:2].OO.NC(N)=[O:20].C(#N)C.ClCCl. The catalyst is CO.[OH-].[Na+].O. The product is [C:1]([C:3]1[C:11]2[C:6](=[CH:7][CH:8]=[C:9]([C:12]([OH:14])=[O:13])[CH:10]=2)[NH:5][N:4]=1)(=[O:20])[NH2:2]. The yield is 0.770. (2) The reactants are [CH2:1]([CH:8]([NH:23][C:24]([C:26]1[CH:35]=[N:34][C:33]2[C:28](=[CH:29][CH:30]=[CH:31][CH:32]=2)[N:27]=1)=[O:25])[CH:9]([OH:22])[CH2:10][CH:11]([C:18]([NH:20][NH2:21])=[O:19])[CH2:12][CH2:13][C:14]([F:17])([CH3:16])[CH3:15])[C:2]1[CH:7]=[CH:6][CH:5]=[CH:4][CH:3]=1.C(N(CC)CC)C.[C:43](N1C=CN=C1)(N1C=CN=C1)=[O:44]. The catalyst is O1CCCC1.C(OCC)(=O)C.CCCCCC. The product is [CH2:1]([CH:8]([NH:23][C:24]([C:26]1[CH:35]=[N:34][C:33]2[C:28](=[CH:29][CH:30]=[CH:31][CH:32]=2)[N:27]=1)=[O:25])[CH:9]([OH:22])[CH2:10][CH:11]([C:18]1[O:19][C:43](=[O:44])[NH:21][N:20]=1)[CH2:12][CH2:13][C:14]([F:17])([CH3:16])[CH3:15])[C:2]1[CH:7]=[CH:6][CH:5]=[CH:4][CH:3]=1. The yield is 0.820.